Dataset: Full USPTO retrosynthesis dataset with 1.9M reactions from patents (1976-2016). Task: Predict the reactants needed to synthesize the given product. (1) Given the product [N+:8]([C:7]1[C:2]([CH:12]=[CH2:13])=[N:3][CH:4]=[CH:5][CH:6]=1)([O-:10])=[O:9], predict the reactants needed to synthesize it. The reactants are: Cl[C:2]1[C:7]([N+:8]([O-:10])=[O:9])=[CH:6][CH:5]=[CH:4][N:3]=1.[B-](F)(F)(F)[CH:12]=[CH2:13].[K+].C(N(CC)CC)C. (2) Given the product [C:1]([NH:4][C:5]1[CH:10]=[CH:9][C:8]([N+:11]([O-:13])=[O:12])=[CH:7][C:6]=1[O:14][CH2:21][CH3:22])(=[O:3])[CH3:2], predict the reactants needed to synthesize it. The reactants are: [C:1]([NH:4][C:5]1[CH:10]=[CH:9][C:8]([N+:11]([O-:13])=[O:12])=[CH:7][C:6]=1[OH:14])(=[O:3])[CH3:2].C(=O)([O-])[O-].[K+].[K+].[CH2:21](Br)[CH3:22].C(I)C.